Dataset: Reaction yield outcomes from USPTO patents with 853,638 reactions. Task: Predict the reaction yield, written as a fraction of the theoretical maximum amount of product (1.0 means a 100% yield; for example, 0.34 means a 34% yield). (1) The reactants are [C:1]1([O:11][CH3:12])[C:2](=[CH:4][CH:5]=[C:6]([CH:10]=1)[CH2:7][CH:8]=[CH2:9])[OH:3].C([NH:20][CH2:21][C:22](O)=[O:23])(OC(C)(C)C)=O.CN1CCOCC1.CCN=C=NCCCN(C)C.Cl. The catalyst is C(Cl)Cl.CN(C1C=CN=CC=1)C. The product is [CH2:7]([C:6]1[CH:5]=[CH:4][C:2]([O:3][C:22](=[O:23])[CH2:21][NH2:20])=[C:1]([O:11][CH3:12])[CH:10]=1)[CH:8]=[CH2:9]. The yield is 0.469. (2) The reactants are [I:1][C:2]1[CH:8]=[C:7]([N+:9]([O-:11])=[O:10])[CH:6]=[CH:5][C:3]=1[NH2:4].[Si:12]([O:19][CH2:20][CH:21]=O)([C:15]([CH3:18])([CH3:17])[CH3:16])([CH3:14])[CH3:13].C(O)(C(F)(F)F)=O.[BH3-]C#N.[Na+]. The catalyst is CO. The product is [C:15]([Si:12]([CH3:14])([CH3:13])[O:19][CH2:20][CH2:21][NH:4][C:3]1[CH:5]=[CH:6][C:7]([N+:9]([O-:11])=[O:10])=[CH:8][C:2]=1[I:1])([CH3:18])([CH3:17])[CH3:16]. The yield is 0.250. (3) The reactants are C([N:20]1[N:24]=[N:23][C:22]([C:25]2([C:33]#[N:34])[C:27]3([CH2:32][CH2:31][CH2:30][CH2:29][CH2:28]3)[CH2:26]2)=[N:21]1)(C1C=CC=CC=1)(C1C=CC=CC=1)C1C=CC=CC=1.Cl. The catalyst is CO.C1COCC1.O=[Pt]=O. The product is [NH:23]1[C:22]([C:25]2([CH2:33][NH2:34])[C:27]3([CH2:32][CH2:31][CH2:30][CH2:29][CH2:28]3)[CH2:26]2)=[N:21][N:20]=[N:24]1. The yield is 0.360. (4) The reactants are [NH:1]1[C:9]2[C:4](=[CH:5][C:6]([O:10][C:11]3[C:20]4[C:15](=[CH:16][C:17]([O:23][CH3:24])=[C:18]([O:21][CH3:22])[CH:19]=4)[N:14]=[CH:13][CH:12]=3)=[CH:7][CH:8]=2)[CH:3]=[CH:2]1.[H-].[Na+].[F:27][CH2:28][CH2:29][NH:30][C:31](=O)[O:32]C1C=CC=CC=1. No catalyst specified. The product is [F:27][CH2:28][CH2:29][NH:30][C:31]([N:1]1[C:9]2[C:4](=[CH:5][C:6]([O:10][C:11]3[C:20]4[C:15](=[CH:16][C:17]([O:23][CH3:24])=[C:18]([O:21][CH3:22])[CH:19]=4)[N:14]=[CH:13][CH:12]=3)=[CH:7][CH:8]=2)[CH:3]=[CH:2]1)=[O:32]. The yield is 0.188. (5) The reactants are [CH3:1][CH:2]1[NH:7][CH:6]([CH3:8])[CH2:5][N:4]([C:9]2[CH:14]=[CH:13][C:12]([N+:15]([O-])=O)=[CH:11][CH:10]=2)[CH2:3]1. The catalyst is CCO.[Pd]. The product is [CH3:8][CH:6]1[NH:7][CH:2]([CH3:1])[CH2:3][N:4]([C:9]2[CH:14]=[CH:13][C:12]([NH2:15])=[CH:11][CH:10]=2)[CH2:5]1. The yield is 0.802. (6) The reactants are CS(C)=O.C(N(CC)CC)C.[Si:12]([O:19][CH2:20][CH2:21][CH2:22][CH2:23][CH2:24][OH:25])([C:15]([CH3:18])([CH3:17])[CH3:16])([CH3:14])[CH3:13].[Cl-].[NH4+]. The catalyst is CCCCCC.ClCCl. The product is [Si:12]([O:19][CH2:20][CH2:21][CH2:22][CH2:23][CH:24]=[O:25])([C:15]([CH3:18])([CH3:17])[CH3:16])([CH3:14])[CH3:13]. The yield is 0.810. (7) The reactants are [Cl:1][C:2]1[N:7]=[C:6](Cl)[C:5]([OH:9])=[C:4](Cl)[N:3]=1.[F:11][C:12]([F:17])([F:16])[CH:13]1[CH2:15][O:14]1.C(N(CC)CC)C.[NH:25]1[CH2:30][CH2:29][O:28][CH2:27][CH2:26]1. No catalyst specified. The product is [Cl:1][C:2]1[N:7]=[C:6]([N:25]2[CH2:30][CH2:29][O:28][CH2:27][CH2:26]2)[C:5]2[O:9][CH2:15][CH:13]([C:12]([F:17])([F:16])[F:11])[O:14][C:4]=2[N:3]=1. The yield is 0.320. (8) The reactants are [Br:1][C:2]1[CH:3]=[C:4]([C:8]([C:16]2[CH:21]=[CH:20][CH:19]=[C:18]([F:22])[C:17]=2[C:23]#[N:24])=[N:9]S(C(C)(C)C)=O)[CH:5]=[CH:6][CH:7]=1.I[C:26]1[CH:27]=[C:28]([C:34]([F:37])([F:36])[F:35])[C:29]([O:32][CH3:33])=[N:30][CH:31]=1. No catalyst specified. The product is [Br:1][C:2]1[CH:3]=[C:4]([C:8]2([C:26]3[CH:31]=[N:30][C:29]([O:32][CH3:33])=[C:28]([C:34]([F:37])([F:36])[F:35])[CH:27]=3)[C:16]3[C:17](=[C:18]([F:22])[CH:19]=[CH:20][CH:21]=3)[C:23]([NH2:24])=[N:9]2)[CH:5]=[CH:6][CH:7]=1. The yield is 0.710. (9) The reactants are [CH3:1][CH:2]([CH3:31])[CH2:3][CH:4]([C:16]1[CH:21]=[CH:20][C:19]([N:22]2[CH:26]=[C:25]([C:27]([F:30])([F:29])[F:28])[N:24]=[CH:23]2)=[CH:18][CH:17]=1)[O:5][C:6]1[CH:15]=[CH:14][C:9]([C:10]([O:12]C)=[O:11])=[CH:8][CH:7]=1.[OH-].[Na+].Cl. The catalyst is CO.O. The product is [CH3:1][CH:2]([CH3:31])[CH2:3][CH:4]([C:16]1[CH:21]=[CH:20][C:19]([N:22]2[CH:26]=[C:25]([C:27]([F:29])([F:28])[F:30])[N:24]=[CH:23]2)=[CH:18][CH:17]=1)[O:5][C:6]1[CH:7]=[CH:8][C:9]([C:10]([OH:12])=[O:11])=[CH:14][CH:15]=1. The yield is 1.00. (10) The reactants are [C:1]([O:5][C:6]([N:8]1[C:16]2[C:11](=[CH:12][C:13](I)=[CH:14][CH:15]=2)[CH:10]=[CH:9]1)=[O:7])([CH3:4])([CH3:3])[CH3:2].[CH3:18][N:19]1[CH2:24][CH2:23][NH:22][CH2:21][CH2:20]1.C(=O)([O-])[O-].[Cs+].[Cs+].O. The catalyst is C1(C)C=CC=CC=1.C([O-])(=O)C.[Pd+2].C([O-])(=O)C. The product is [C:1]([O:5][C:6]([N:8]1[C:16]2[C:11](=[CH:12][C:13]([N:22]3[CH2:23][CH2:24][N:19]([CH3:18])[CH2:20][CH2:21]3)=[CH:14][CH:15]=2)[CH:10]=[CH:9]1)=[O:7])([CH3:4])([CH3:3])[CH3:2]. The yield is 0.280.